This data is from Full USPTO retrosynthesis dataset with 1.9M reactions from patents (1976-2016). The task is: Predict the reactants needed to synthesize the given product. (1) Given the product [CH:34]1([NH:40][C:28]([C:11]2[C:10]([OH:32])=[C:9]([C:7]([NH:6][CH2:5][C:4]([OH:3])=[O:33])=[O:8])[C:14](=[O:15])[N:13]([CH2:16][C:17]3[CH:22]=[CH:21][CH:20]=[CH:19][C:18]=3[C:23]([F:25])([F:24])[F:26])[C:12]=2[OH:27])=[O:29])[CH2:39][CH2:38][CH2:37][CH2:36][CH2:35]1, predict the reactants needed to synthesize it. The reactants are: C([O:3][C:4](=[O:33])[CH2:5][NH:6][C:7]([C:9]1[C:14](=[O:15])[N:13]([CH2:16][C:17]2[CH:22]=[CH:21][CH:20]=[CH:19][C:18]=2[C:23]([F:26])([F:25])[F:24])[C:12]([OH:27])=[C:11]([C:28](OC)=[O:29])[C:10]=1[OH:32])=[O:8])C.[CH:34]1([NH2:40])[CH2:39][CH2:38][CH2:37][CH2:36][CH2:35]1. (2) Given the product [Br:1][C:2]1[CH:7]=[C:6]([CH2:8][C:9]2[CH:14]=[CH:13][C:12]([CH2:15][CH3:16])=[CH:11][CH:10]=2)[C:5]([Cl:17])=[CH:4][C:3]=1[O:18][CH2:22][CH2:23][OH:24], predict the reactants needed to synthesize it. The reactants are: [Br:1][C:2]1[CH:7]=[C:6]([CH2:8][C:9]2[CH:14]=[CH:13][C:12]([CH2:15][CH3:16])=[CH:11][CH:10]=2)[C:5]([Cl:17])=[CH:4][C:3]=1[OH:18].[H-].[Na+].Br[CH2:22][CH2:23][OH:24]. (3) Given the product [C:38]([NH:1][CH2:2][C:3]1[CH:4]=[C:5]([NH:16][C:17]([C:19]2([C:22]3[CH:30]=[CH:29][C:25]4[O:26][CH2:27][O:28][C:24]=4[CH:23]=3)[CH2:20][CH2:21]2)=[O:18])[CH:6]=[C:7]2[C:11]=1[NH:10][C:9]([C:12]([CH3:15])([CH3:14])[CH3:13])=[CH:8]2)(=[O:40])[CH3:39], predict the reactants needed to synthesize it. The reactants are: [NH2:1][CH2:2][C:3]1[CH:4]=[C:5]([NH:16][C:17]([C:19]2([C:22]3[CH:30]=[CH:29][C:25]4[O:26][CH2:27][O:28][C:24]=4[CH:23]=3)[CH2:21][CH2:20]2)=[O:18])[CH:6]=[C:7]2[C:11]=1[NH:10][C:9]([C:12]([CH3:15])([CH3:14])[CH3:13])=[CH:8]2.C(N(CC)CC)C.[C:38](Cl)(=[O:40])[CH3:39].